From a dataset of Full USPTO retrosynthesis dataset with 1.9M reactions from patents (1976-2016). Predict the reactants needed to synthesize the given product. Given the product [CH3:1][O:2][C:3]1[CH:4]=[C:5]([O:16][C:17]2[CH:18]=[N:19][C:20]([S:23]([CH3:26])(=[O:25])=[O:24])=[CH:21][CH:22]=2)[CH:6]=[C:7]2[C:11]=1[NH:10][C:9]([C:12]([OH:14])=[O:13])=[CH:8]2, predict the reactants needed to synthesize it. The reactants are: [CH3:1][O:2][C:3]1[CH:4]=[C:5]([O:16][C:17]2[CH:18]=[N:19][C:20]([S:23]([CH3:26])(=[O:25])=[O:24])=[CH:21][CH:22]=2)[CH:6]=[C:7]2[C:11]=1[NH:10][C:9]([C:12]([O:14]C)=[O:13])=[CH:8]2.[OH-].[Na+].